The task is: Predict the reactants needed to synthesize the given product.. This data is from Full USPTO retrosynthesis dataset with 1.9M reactions from patents (1976-2016). (1) Given the product [CH3:1][O:2][CH:3]([O:32][CH3:33])[C@H:4]1[CH2:9][CH2:8][C@H:7]([N:10]2[C:15]3[C:16]4[CH:22]=[CH:21][N:20]([CH2:23][O:24][CH2:25][CH2:26][Si:27]([CH3:29])([CH3:28])[CH3:30])[C:17]=4[N:18]=[CH:19][C:14]=3[C:13](=[O:31])[NH:12][CH2:11]2)[CH2:6][CH2:5]1, predict the reactants needed to synthesize it. The reactants are: [CH3:1][O:2][CH:3]([O:32][CH3:33])[C@H:4]1[CH2:9][CH2:8][C@H:7]([N:10]2[C:15]3[C:16]4[CH:22]=[CH:21][N:20]([CH2:23][O:24][CH2:25][CH2:26][Si:27]([CH3:30])([CH3:29])[CH3:28])[C:17]=4[N:18]=[CH:19][C:14]=3[C:13](=[O:31])[N:12]=[CH:11]2)[CH2:6][CH2:5]1.[BH4-].[Na+].CC(C)=O. (2) Given the product [F:14][C:11]1[CH:12]=[CH:13][C:8]([C:5]2[N:4]=[C:3]([CH:15]=[CH2:16])[O:7][N:6]=2)=[CH:9][CH:10]=1, predict the reactants needed to synthesize it. The reactants are: [Br-].Cl[C:3]1[O:7][N:6]=[C:5]([C:8]2[CH:13]=[CH:12][C:11]([F:14])=[CH:10][CH:9]=2)[N:4]=1.[CH2:15]1COC[CH2:16]1.